From a dataset of Peptide-MHC class I binding affinity with 185,985 pairs from IEDB/IMGT. Regression. Given a peptide amino acid sequence and an MHC pseudo amino acid sequence, predict their binding affinity value. This is MHC class I binding data. (1) The peptide sequence is QFIHFYREPV. The MHC is HLA-A01:01 with pseudo-sequence HLA-A01:01. The binding affinity (normalized) is 0.0176. (2) The peptide sequence is RGPYRAFVTI. The MHC is HLA-A30:02 with pseudo-sequence HLA-A30:02. The binding affinity (normalized) is 0. (3) The peptide sequence is VTAKWLWGF. The MHC is HLA-A24:02 with pseudo-sequence HLA-A24:02. The binding affinity (normalized) is 0.493. (4) The peptide sequence is ALIFILLTA. The MHC is HLA-A32:01 with pseudo-sequence HLA-A32:01. The binding affinity (normalized) is 0. (5) The peptide sequence is LVPVLEKKV. The MHC is HLA-A68:02 with pseudo-sequence HLA-A68:02. The binding affinity (normalized) is 0.299.